This data is from Reaction yield outcomes from USPTO patents with 853,638 reactions. The task is: Predict the reaction yield, written as a fraction of the theoretical maximum amount of product (1.0 means a 100% yield; for example, 0.34 means a 34% yield). (1) The reactants are [CH3:1][C:2]1[CH:3]=[CH:4][N:5]2[C:10]=1[C:9](=[O:11])[N:8]([C:12]1[CH:17]=[CH:16][CH:15]=[CH:14][CH:13]=1)[C:7]([C@@H:18]([NH:20][C:21]1[C:22]3[C:29]([C:30]([O:32]CC4C=CC=CC=4)=[O:31])=[CH:28][NH:27][C:23]=3[N:24]=[CH:25][N:26]=1)[CH3:19])=[N:6]2. The catalyst is CO.[Pd]. The product is [CH3:1][C:2]1[CH:3]=[CH:4][N:5]2[C:10]=1[C:9](=[O:11])[N:8]([C:12]1[CH:13]=[CH:14][CH:15]=[CH:16][CH:17]=1)[C:7]([C@@H:18]([NH:20][C:21]1[C:22]3[C:29]([C:30]([OH:32])=[O:31])=[CH:28][NH:27][C:23]=3[N:24]=[CH:25][N:26]=1)[CH3:19])=[N:6]2. The yield is 0.790. (2) The reactants are C([O:5][C:6]([CH2:8][CH2:9][CH:10]([C:16]([O:18][CH2:19][CH3:20])=[O:17])[C:11]([O:13][CH2:14][CH3:15])=[O:12])=[O:7])(C)(C)C.C(O)(C(F)(F)F)=O. The product is [C:6]([CH2:8][CH2:9][CH:10]([C:11]([O:13][CH2:14][CH3:15])=[O:12])[C:16]([O:18][CH2:19][CH3:20])=[O:17])([OH:7])=[O:5]. The catalyst is C(Cl)Cl. The yield is 1.00.